This data is from Catalyst prediction with 721,799 reactions and 888 catalyst types from USPTO. The task is: Predict which catalyst facilitates the given reaction. (1) Reactant: [NH2:1][C:2]1[CH:11]=[C:10]([Cl:12])[CH:9]=[CH:8][C:3]=1[C:4]([O:6][CH3:7])=[O:5].[CH:13](=O)[CH2:14][CH3:15].C(O)(=O)C.C(O[BH-](OC(=O)C)OC(=O)C)(=O)C.[Na+]. Product: [Cl:12][C:10]1[CH:9]=[CH:8][C:3]([C:4]([O:6][CH3:7])=[O:5])=[C:2]([NH:1][CH2:13][CH2:14][CH3:15])[CH:11]=1. The catalyst class is: 26. (2) Reactant: [Cl:1][C:2]1[N:6]([C@@H:7]2[O:19][C@H:18]([CH2:20][O:21]C(=O)C)[C@@H:13]([O:14]C(=O)C)[C@H:8]2[O:9]C(=O)C)[C:5]2[CH:25]=[CH:26][CH:27]=[CH:28][C:4]=2[N:3]=1.C[O-].[Na+].CO. Product: [Cl:1][C:2]1[N:6]([C@@H:7]2[O:19][C@H:18]([CH2:20][OH:21])[C@@H:13]([OH:14])[C@H:8]2[OH:9])[C:5]2[CH:25]=[CH:26][CH:27]=[CH:28][C:4]=2[N:3]=1. The catalyst class is: 5. (3) Reactant: Br[CH2:2][CH2:3][CH2:4][C:5]([O:7][C:8]([CH3:11])([CH3:10])[CH3:9])=[O:6].Cl[C:13](=[O:18])[C:14]([O:16][CH3:17])=[O:15].C(OC(CCCCCC(=O)C(OC)=O)=O)(C)(C)C. Product: [C:8]([O:7][C:5]([CH2:4][CH2:3][CH2:2][C:13](=[O:18])[C:14]([O:16][CH3:17])=[O:15])=[O:6])([CH3:11])([CH3:10])[CH3:9]. The catalyst class is: 401.